Dataset: Full USPTO retrosynthesis dataset with 1.9M reactions from patents (1976-2016). Task: Predict the reactants needed to synthesize the given product. Given the product [C:34]([C:23]1[N:22]=[C:21]2[N:29]([CH3:32])[N:30]=[CH:31][C:20]2=[C:19]([N:16]2[CH2:17][CH2:18][N:13]([C:11]([NH:10][C:6]3[CH:5]=[C:4]4[C:9](=[CH:8][CH:7]=3)[CH2:1][CH2:2][CH2:3]4)=[O:12])[CH2:14][C@@H:15]2[CH3:33])[N:24]=1)#[N:35], predict the reactants needed to synthesize it. The reactants are: [CH2:1]1[C:9]2[C:4](=[CH:5][C:6]([NH:10][C:11]([N:13]3[CH2:18][CH2:17][N:16]([C:19]4[N:24]=[C:23](S(C)(=O)=O)[N:22]=[C:21]5[N:29]([CH3:32])[N:30]=[CH:31][C:20]=45)[C@@H:15]([CH3:33])[CH2:14]3)=[O:12])=[CH:7][CH:8]=2)[CH2:3][CH2:2]1.[C-:34]#[N:35].[Na+].